From a dataset of Reaction yield outcomes from USPTO patents with 853,638 reactions. Predict the reaction yield, written as a fraction of the theoretical maximum amount of product (1.0 means a 100% yield; for example, 0.34 means a 34% yield). (1) The reactants are [C:1]([O:5][C:6]([N:8]1[CH2:13][CH2:12][C:11]([C:15]2[CH:20]=[CH:19][C:18]([Cl:21])=[CH:17][CH:16]=2)([OH:14])[CH:10]([NH2:22])[CH2:9]1)=[O:7])([CH3:4])([CH3:3])[CH3:2].[C:23](Cl)(=[O:26])[CH2:24][CH3:25].C(N(CC)CC)C. The catalyst is C(Cl)Cl. The product is [C:1]([O:5][C:6]([N:8]1[CH2:13][CH2:12][C:11]([C:15]2[CH:16]=[CH:17][C:18]([Cl:21])=[CH:19][CH:20]=2)([OH:14])[CH:10]([NH:22][C:23](=[O:26])[CH2:24][CH3:25])[CH2:9]1)=[O:7])([CH3:4])([CH3:2])[CH3:3]. The yield is 0.970. (2) The product is [CH3:23][N:24]1[C:33]2[C:28](=[CH:29][C:30]([C:2]3[N:7]=[C:6]([C:8]([O:10][CH3:11])=[O:9])[C:5]([O:12][CH2:13][CH2:14][CH2:15][O:16][C:17]4[CH:22]=[CH:21][CH:20]=[CH:19][CH:18]=4)=[CH:4][CH:3]=3)=[CH:31][CH:32]=2)[NH:27][CH2:26][CH2:25]1. The catalyst is O1CCOCC1.[Br-].C([N+](CCCC)(CCCC)CCCC)CCC.O.Cl[Pd](Cl)([P](C1C=CC=CC=1)(C1C=CC=CC=1)C1C=CC=CC=1)[P](C1C=CC=CC=1)(C1C=CC=CC=1)C1C=CC=CC=1. The reactants are Br[C:2]1[N:7]=[C:6]([C:8]([O:10][CH3:11])=[O:9])[C:5]([O:12][CH2:13][CH2:14][CH2:15][O:16][C:17]2[CH:22]=[CH:21][CH:20]=[CH:19][CH:18]=2)=[CH:4][CH:3]=1.[CH3:23][N:24]1[C:33]2[C:28](=[CH:29][C:30](B3OC(C)(C)C(C)(C)O3)=[CH:31][CH:32]=2)[NH:27][CH2:26][CH2:25]1.C([O-])([O-])=O.[K+].[K+]. The yield is 0.160. (3) The reactants are [CH3:1][O:2][C:3]1[CH:8]=[CH:7][C:6]([CH:9]=[CH:10][C:11]2[CH:16]=[CH:15][C:14]([N+:17]([O-])=O)=[CH:13][CH:12]=2)=[CH:5][C:4]=1[O:20][CH3:21]. The catalyst is CN(C)C=O.[Pd]. The product is [CH3:21][O:20][C:4]1[CH:5]=[C:6]([CH2:9][CH2:10][C:11]2[CH:12]=[CH:13][C:14]([NH2:17])=[CH:15][CH:16]=2)[CH:7]=[CH:8][C:3]=1[O:2][CH3:1]. The yield is 0.630.